This data is from Reaction yield outcomes from USPTO patents with 853,638 reactions. The task is: Predict the reaction yield, written as a fraction of the theoretical maximum amount of product (1.0 means a 100% yield; for example, 0.34 means a 34% yield). The reactants are [Br:1][C:2]1[CH:3]=[N:4][CH:5]=[C:6]([Br:8])[CH:7]=1.[Li+].CC([N-]C(C)C)C.[CH:17](=[O:19])[CH3:18].[NH4+].[Cl-]. The catalyst is C1COCC1. The product is [Br:1][C:2]1[CH:3]=[N:4][CH:5]=[C:6]([Br:8])[C:7]=1[CH:17]([OH:19])[CH3:18]. The yield is 0.670.